This data is from Peptide-MHC class II binding affinity with 134,281 pairs from IEDB. The task is: Regression. Given a peptide amino acid sequence and an MHC pseudo amino acid sequence, predict their binding affinity value. This is MHC class II binding data. (1) The peptide sequence is ISTNIRQAGVQYSRA. The MHC is HLA-DPA10201-DPB10501 with pseudo-sequence HLA-DPA10201-DPB10501. The binding affinity (normalized) is 0.0723. (2) The peptide sequence is QRAAEPWRDDQRSRS. The MHC is DRB1_0301 with pseudo-sequence DRB1_0301. The binding affinity (normalized) is 0.128. (3) The peptide sequence is AEGGKATTEEQKLIE. The MHC is HLA-DQA10101-DQB10501 with pseudo-sequence HLA-DQA10101-DQB10501. The binding affinity (normalized) is 0. (4) The binding affinity (normalized) is 0.530. The peptide sequence is YVENGLISRVLDGLV. The MHC is HLA-DPA10301-DPB10402 with pseudo-sequence HLA-DPA10301-DPB10402. (5) The peptide sequence is PISVTAPPPQLPRPP. The MHC is DRB1_0405 with pseudo-sequence DRB1_0405. The binding affinity (normalized) is 0.129. (6) The peptide sequence is IKEKGKDKWIELKES. The MHC is DRB1_1101 with pseudo-sequence DRB1_1101. The binding affinity (normalized) is 0.169.